This data is from Forward reaction prediction with 1.9M reactions from USPTO patents (1976-2016). The task is: Predict the product of the given reaction. (1) Given the reactants [Cl:1][C:2]1[CH:23]=[CH:22][C:5]([CH2:6][N:7]2[C:16]3[C:11](=[CH:12][C:13]([F:18])=[C:14](F)[CH:15]=3)[C:10](=[O:19])[C:9]([C:20]#[N:21])=[CH:8]2)=[CH:4][CH:3]=1.[C:24]([N:27]1[CH2:32][CH2:31][NH:30][CH2:29][CH2:28]1)(=[O:26])[CH3:25], predict the reaction product. The product is: [C:24]([N:27]1[CH2:32][CH2:31][N:30]([C:14]2[CH:15]=[C:16]3[C:11]([C:10](=[O:19])[C:9]([C:20]#[N:21])=[CH:8][N:7]3[CH2:6][C:5]3[CH:22]=[CH:23][C:2]([Cl:1])=[CH:3][CH:4]=3)=[CH:12][C:13]=2[F:18])[CH2:29][CH2:28]1)(=[O:26])[CH3:25]. (2) Given the reactants [F:1][C:2]([F:7])([F:6])[C:3]([OH:5])=[O:4].[CH3:8][N:9]([C:11]([N:14]([CH3:16])[CH3:15])(Cl)[Cl:12])[CH3:10], predict the reaction product. The product is: [F:1][C:2]([F:7])([F:6])[C:3]([O-:5])=[O:4].[CH3:8][N:9]([C+:11]([N:14]([CH3:16])[CH3:15])[Cl:12])[CH3:10]. (3) Given the reactants [CH:1]([C:4]1[CH:5]=[C:6]([CH:12]=[CH:13][C:14]([CH2:16][NH:17][C:18]2[CH:19]=[C:20]([CH:26]=[CH:27][CH:28]=2)[C:21]([O:23]CC)=[O:22])=[O:15])[O:7][C:8]=1[CH:9]([CH3:11])[CH3:10])([CH3:3])[CH3:2].[OH-].[Li+], predict the reaction product. The product is: [CH:1]([C:4]1[CH:5]=[C:6]([CH:12]=[CH:13][C:14]([CH2:16][NH:17][C:18]2[CH:19]=[C:20]([CH:26]=[CH:27][CH:28]=2)[C:21]([OH:23])=[O:22])=[O:15])[O:7][C:8]=1[CH:9]([CH3:10])[CH3:11])([CH3:2])[CH3:3].